Dataset: Forward reaction prediction with 1.9M reactions from USPTO patents (1976-2016). Task: Predict the product of the given reaction. Given the reactants [C:1](Cl)(=[O:6])[CH2:2][C:3](Cl)=[O:4].CC(C1C=CC(C[N:19]([CH2:23][C:24]2[CH:29]=[CH:28][C:27]([C:30]([CH3:33])([CH3:32])[CH3:31])=[CH:26][CH:25]=2)[C:20]([NH2:22])=[O:21])=CC=1)(C)C, predict the reaction product. The product is: [CH3:33][C:30]([C:27]1[CH:26]=[CH:25][C:24]([CH2:23][N:22]2[C:3](=[O:4])[CH2:2][C:1](=[O:6])[N:19]([CH2:23][C:24]3[CH:25]=[CH:26][C:27]([C:30]([CH3:31])([CH3:32])[CH3:33])=[CH:28][CH:29]=3)[C:20]2=[O:21])=[CH:29][CH:28]=1)([CH3:31])[CH3:32].